This data is from Forward reaction prediction with 1.9M reactions from USPTO patents (1976-2016). The task is: Predict the product of the given reaction. (1) Given the reactants [Br:1][C:2]1[CH:7]=[CH:6][C:5](I)=[C:4]([CH2:9]Cl)[CH:3]=1.[Cl-].[Li+].C([Mg]Cl)(C)C.[C:18]([N:25]1[CH2:28][C:27](=[O:29])[CH2:26]1)([O:20][C:21]([CH3:24])([CH3:23])[CH3:22])=[O:19], predict the reaction product. The product is: [Br:1][C:2]1[CH:3]=[C:4]2[C:5](=[CH:6][CH:7]=1)[C:27]1([CH2:26][N:25]([C:18]([O:20][C:21]([CH3:24])([CH3:23])[CH3:22])=[O:19])[CH2:28]1)[O:29][CH2:9]2. (2) The product is: [Cl:21][C:19]1[CH:20]=[C:15]([CH:16]=[C:17]([Cl:35])[C:18]=1[O:22][C:23]1[CH:28]=[C:27]([CH:29]([CH3:31])[CH3:30])[C:26]([OH:32])=[C:25]([Cl:34])[CH:24]=1)[C:14]([NH:9][CH2:10][C:11]([OH:13])=[O:12])=[O:36]. Given the reactants CSC.B(F)(F)F.C[N:9]([C:14](=[O:36])[C:15]1[CH:20]=[C:19]([Cl:21])[C:18]([O:22][C:23]2[CH:28]=[C:27]([CH:29]([CH3:31])[CH3:30])[C:26]([O:32]C)=[C:25]([Cl:34])[CH:24]=2)=[C:17]([Cl:35])[CH:16]=1)[CH2:10][C:11]([OH:13])=[O:12].ClCCl, predict the reaction product. (3) Given the reactants [Cl:1][C:2]1[CH:3]=[C:4]([NH:9][C:10]2[C:19]3[C:14](=[CH:15][C:16]([C:21]#[C:22]C4CCOC4)=[C:17]([NH2:20])[CH:18]=3)[N:13]=[CH:12][N:11]=2)[CH:5]=[CH:6][C:7]=1[F:8].C([C@@H:30]1[CH2:34][CH2:33][CH2:32][O:31]1)#C, predict the reaction product. The product is: [Cl:1][C:2]1[CH:3]=[C:4]([NH:9][C:10]2[C:19]3[C:14](=[CH:15][C:16]([C:21]#[C:22][C@@H:30]4[CH2:34][CH2:33][CH2:32][O:31]4)=[C:17]([NH2:20])[CH:18]=3)[N:13]=[CH:12][N:11]=2)[CH:5]=[CH:6][C:7]=1[F:8]. (4) Given the reactants [O:1]=[C:2]1[N:6]([C:7]2[CH:8]=[CH:9][C:10]3[C:16](=[O:17])[CH2:15][CH2:14][CH2:13][CH2:12][C:11]=3[CH:18]=2)[CH2:5][CH:4]([CH2:19][NH:20][C:21](=[O:23])[CH3:22])[O:3]1.[Br:24]Br.C(=O)(O)[O-].[Na+].C(Cl)Cl, predict the reaction product. The product is: [Br:24][CH:15]1[CH2:14][CH2:13][CH2:12][C:11]2[CH:18]=[C:7]([N:6]3[CH2:5][CH:4]([CH2:19][NH:20][C:21](=[O:23])[CH3:22])[O:3][C:2]3=[O:1])[CH:8]=[CH:9][C:10]=2[C:16]1=[O:17].